From a dataset of NCI-60 drug combinations with 297,098 pairs across 59 cell lines. Regression. Given two drug SMILES strings and cell line genomic features, predict the synergy score measuring deviation from expected non-interaction effect. (1) Drug 1: CCCCCOC(=O)NC1=NC(=O)N(C=C1F)C2C(C(C(O2)C)O)O. Drug 2: CC1CCC2CC(C(=CC=CC=CC(CC(C(=O)C(C(C(=CC(C(=O)CC(OC(=O)C3CCCCN3C(=O)C(=O)C1(O2)O)C(C)CC4CCC(C(C4)OC)O)C)C)O)OC)C)C)C)OC. Cell line: OVCAR-4. Synergy scores: CSS=4.80, Synergy_ZIP=-2.56, Synergy_Bliss=-1.48, Synergy_Loewe=-1.10, Synergy_HSA=-0.409. (2) Drug 1: C1=C(C(=O)NC(=O)N1)N(CCCl)CCCl. Drug 2: C1=CC(=CC=C1CC(C(=O)O)N)N(CCCl)CCCl.Cl. Cell line: OVCAR-4. Synergy scores: CSS=8.45, Synergy_ZIP=0.160, Synergy_Bliss=5.83, Synergy_Loewe=1.51, Synergy_HSA=2.14. (3) Drug 1: CCCS(=O)(=O)NC1=C(C(=C(C=C1)F)C(=O)C2=CNC3=C2C=C(C=N3)C4=CC=C(C=C4)Cl)F. Cell line: OVCAR-4. Synergy scores: CSS=-4.21, Synergy_ZIP=0.893, Synergy_Bliss=-1.91, Synergy_Loewe=-4.48, Synergy_HSA=-4.40. Drug 2: C1CC(=O)NC(=O)C1N2CC3=C(C2=O)C=CC=C3N.